Dataset: Forward reaction prediction with 1.9M reactions from USPTO patents (1976-2016). Task: Predict the product of the given reaction. Given the reactants [F:1][C:2]([F:33])([F:32])[C:3]1[CH:4]=[C:5]([C@H:13]2[O:17][C:16](=[O:18])[N:15]([CH2:19][C:20]3[CH:25]=[C:24]([C:26]([F:29])([F:28])[F:27])[CH:23]=[CH:22][C:21]=3I)[C@H:14]2[CH3:31])[CH:6]=[C:7]([C:9]([F:12])([F:11])[F:10])[CH:8]=1.[CH3:34][O:35][C:36]1[S:37][C:38]([CH3:44])=[CH:39][C:40]=1B(O)O.C(=O)([O-])[O-].[Na+].[Na+], predict the reaction product. The product is: [F:1][C:2]([F:33])([F:32])[C:3]1[CH:4]=[C:5]([C@H:13]2[O:17][C:16](=[O:18])[N:15]([CH2:19][C:20]3[CH:25]=[C:24]([C:26]([F:29])([F:28])[F:27])[CH:23]=[CH:22][C:21]=3[C:40]3[CH:39]=[C:38]([CH3:44])[S:37][C:36]=3[O:35][CH3:34])[C@H:14]2[CH3:31])[CH:6]=[C:7]([C:9]([F:12])([F:11])[F:10])[CH:8]=1.